From a dataset of Aqueous solubility values for 9,982 compounds from the AqSolDB database. Regression/Classification. Given a drug SMILES string, predict its absorption, distribution, metabolism, or excretion properties. Task type varies by dataset: regression for continuous measurements (e.g., permeability, clearance, half-life) or binary classification for categorical outcomes (e.g., BBB penetration, CYP inhibition). For this dataset (solubility_aqsoldb), we predict Y. (1) The drug is CC(=O)N/N=C/c1ccc([N+](=O)[O-])o1. The Y is -2.60 log mol/L. (2) The drug is CCCCOC(=O)c1ccccc1C(=O)OCC(CC)CCCC. The Y is -7.22 log mol/L.